Dataset: Serine/threonine kinase 33 screen with 319,792 compounds. Task: Binary Classification. Given a drug SMILES string, predict its activity (active/inactive) in a high-throughput screening assay against a specified biological target. (1) The compound is Clc1cc(NC(=O)CCS(=O)(=O)c2cc3CCCN(c3cc2)C(=O)C)ccc1OC. The result is 0 (inactive). (2) The compound is o1c(c2c(OC)cc([N+]([O-])=O)cc2)ccc1C(=O)Nc1ccc(NC(=O)C)cc1. The result is 0 (inactive).